This data is from Catalyst prediction with 721,799 reactions and 888 catalyst types from USPTO. The task is: Predict which catalyst facilitates the given reaction. (1) Reactant: [CH2:1]([O:8][C:9]1[C:18]([CH2:19][C@H:20]([OH:23])[CH2:21][OH:22])=[CH:17][C:16]([O:24][CH3:25])=[C:15]2[C:10]=1[C@@H:11]1[CH2:26][C@H:14]2[CH2:13][CH2:12]1)[C:2]1[CH:7]=[CH:6][CH:5]=[CH:4][CH:3]=1.[C:27]1([CH3:37])[CH:32]=[CH:31][C:30]([S:33](Cl)(=[O:35])=[O:34])=[CH:29][CH:28]=1.CC1C=CC(S(OCC2OC3C4CCCC=4C(C)=CC=3C2)(=O)=O)=CC=1. Product: [CH3:37][C:27]1[CH:32]=[CH:31][C:30]([S:33]([O:22][CH2:21][C@@H:20]([OH:23])[CH2:19][C:18]2[C:9]([O:8][CH2:1][C:2]3[CH:3]=[CH:4][CH:5]=[CH:6][CH:7]=3)=[C:10]3[C:15](=[C:16]([O:24][CH3:25])[CH:17]=2)[C@H:14]2[CH2:26][C@@H:11]3[CH2:12][CH2:13]2)(=[O:35])=[O:34])=[CH:29][CH:28]=1. The catalyst class is: 17. (2) Reactant: [NH:1]1[C:5]2=[N:6][CH:7]=[C:8]([O:10][C:11]3[CH:45]=[C:44]([N:46]4[CH2:51][CH2:50][N:49]([CH2:52][C:53]5[CH2:58][CH2:57][C:56]([CH3:60])([CH3:59])[CH2:55][C:54]=5[C:61]5[CH:66]=[CH:65][C:64]([Cl:67])=[CH:63][CH:62]=5)[CH2:48][CH2:47]4)[CH:43]=[CH:42][C:12]=3[C:13]([NH:15][S:16]([C:19]3[CH:24]=[CH:23][C:22]([NH:25][CH:26]4[CH2:31][CH2:30][N:29](C(OC(C)(C)C)=O)[CH2:28][CH2:27]4)=[C:21]([N+:39]([O-:41])=[O:40])[CH:20]=3)(=[O:18])=[O:17])=[O:14])[CH:9]=[C:4]2[CH:3]=[CH:2]1. Product: [NH:1]1[C:5]2=[N:6][CH:7]=[C:8]([O:10][C:11]3[CH:45]=[C:44]([N:46]4[CH2:47][CH2:48][N:49]([CH2:52][C:53]5[CH2:58][CH2:57][C:56]([CH3:60])([CH3:59])[CH2:55][C:54]=5[C:61]5[CH:62]=[CH:63][C:64]([Cl:67])=[CH:65][CH:66]=5)[CH2:50][CH2:51]4)[CH:43]=[CH:42][C:12]=3[C:13]([NH:15][S:16]([C:19]3[CH:24]=[CH:23][C:22]([NH:25][CH:26]4[CH2:31][CH2:30][NH:29][CH2:28][CH2:27]4)=[C:21]([N+:39]([O-:41])=[O:40])[CH:20]=3)(=[O:18])=[O:17])=[O:14])[CH:9]=[C:4]2[CH:3]=[CH:2]1. The catalyst class is: 4.